This data is from Peptide-MHC class II binding affinity with 134,281 pairs from IEDB. The task is: Regression. Given a peptide amino acid sequence and an MHC pseudo amino acid sequence, predict their binding affinity value. This is MHC class II binding data. (1) The peptide sequence is FPCQEWQEVDSILGF. The MHC is HLA-DQA10601-DQB10402 with pseudo-sequence HLA-DQA10601-DQB10402. The binding affinity (normalized) is 0. (2) The binding affinity (normalized) is 0.0815. The MHC is HLA-DPA10201-DPB10501 with pseudo-sequence HLA-DPA10201-DPB10501. The peptide sequence is APATPAAAGAEAGKA. (3) The MHC is HLA-DPA10201-DPB10501 with pseudo-sequence HLA-DPA10201-DPB10501. The peptide sequence is APEVKYTVFETALEK. The binding affinity (normalized) is 0.576. (4) The peptide sequence is GGFMTTAFQYIIDNKG. The MHC is HLA-DQA10501-DQB10201 with pseudo-sequence HLA-DQA10501-DQB10201. The binding affinity (normalized) is 0.379. (5) The peptide sequence is KRWIILGLNKIVRMYSPTSI. The MHC is HLA-DPA10301-DPB10402 with pseudo-sequence HLA-DPA10301-DPB10402. The binding affinity (normalized) is 0.997.